From a dataset of Forward reaction prediction with 1.9M reactions from USPTO patents (1976-2016). Predict the product of the given reaction. (1) Given the reactants [C:1]([O:4][C@H:5]1[C@@H:19]([O:20][C:21](=[O:23])[CH3:22])[C@H:18]([O:24][C:25](=[O:27])[CH3:26])[C@@H:17]([CH2:28][O:29][C:30](=[O:32])[CH3:31])[O:16][C@@H:6]1[O:7][C:8]1[CH:13]=[CH:12][C:11](I)=[CH:10][C:9]=1[Cl:15])(=[O:3])[CH3:2].[NH:33]1[C:41]2[C:36](=[CH:37][CH:38]=[CH:39][CH:40]=2)[CH:35]=[CH:34]1.C([O-])([O-])=O.[K+].[K+].N1CCC[C@H]1C(O)=O, predict the reaction product. The product is: [C:1]([O:4][C@H:5]1[C@@H:19]([O:20][C:21](=[O:23])[CH3:22])[C@H:18]([O:24][C:25](=[O:27])[CH3:26])[C@@H:17]([CH2:28][O:29][C:30](=[O:32])[CH3:31])[O:16][C@@H:6]1[O:7][C:8]1[CH:13]=[CH:12][C:11]([N:33]2[C:41]3[C:36](=[CH:37][CH:38]=[CH:39][CH:40]=3)[CH:35]=[CH:34]2)=[CH:10][C:9]=1[Cl:15])(=[O:3])[CH3:2]. (2) Given the reactants C[O:2][C:3]1[CH:8]=[CH:7][C:6]([N:9]2[CH:13]=[CH:12][N:11]=[C:10]2[CH3:14])=[CH:5][CH:4]=1.Br, predict the reaction product. The product is: [CH3:14][C:10]1[N:9]([C:6]2[CH:7]=[CH:8][C:3]([OH:2])=[CH:4][CH:5]=2)[CH:13]=[CH:12][N:11]=1. (3) Given the reactants Cl[C:2]1[CH:7]=[C:6]([O:8][CH3:9])[CH:5]=[CH:4][N:3]=1.[C:10]1([CH2:16][SH:17])[CH:15]=[CH:14][CH:13]=[CH:12][CH:11]=1.C(N(CC)C(C)C)(C)C.C1(P(C2C=CC=CC=2)C2C3OC4C(=CC=CC=4P(C4C=CC=CC=4)C4C=CC=CC=4)C(C)(C)C=3C=CC=2)C=CC=CC=1, predict the reaction product. The product is: [CH2:16]([S:17][C:2]1[CH:7]=[C:6]([O:8][CH3:9])[CH:5]=[CH:4][N:3]=1)[C:10]1[CH:15]=[CH:14][CH:13]=[CH:12][CH:11]=1. (4) Given the reactants [CH3:1][C:2]1[O:6][N:5]=[C:4]([C:7]2[CH:12]=[CH:11][CH:10]=[CH:9][CH:8]=2)[C:3]=1[C:13]1[O:17][C:16]([C:18]2[CH:27]=[CH:26]C3N[C:23](=O)[NH:24][C:20]=3[CH:19]=2)=[N:15][N:14]=1.IC.C[Si]([N-][Si](C)(C)C)(C)C.[K+].[CH3:40][N:41]([CH:43]=[O:44])[CH3:42], predict the reaction product. The product is: [CH3:40][N:41]1[C:42]2[CH:26]=[CH:27][C:18]([C:16]3[O:17][C:13]([C:3]4[C:4]([C:7]5[CH:12]=[CH:11][CH:10]=[CH:9][CH:8]=5)=[N:5][O:6][C:2]=4[CH3:1])=[N:14][N:15]=3)=[CH:19][C:20]=2[N:24]([CH3:23])[C:43]1=[O:44].